The task is: Predict which catalyst facilitates the given reaction.. This data is from Catalyst prediction with 721,799 reactions and 888 catalyst types from USPTO. (1) The catalyst class is: 538. Reactant: Br[C:2]1[CH:10]=[CH:9][CH:8]=[C:7]2[C:3]=1[CH:4]=[N:5][NH:6]2.CCN(C(C)C)C(C)C.[CH3:20][O:21][C:22](=[O:48])[C@@H:23]([NH:33][C:34]([C:36]1[C:37]([CH3:47])=[N:38][C:39]([NH:43][CH2:44][C:45]#[CH:46])=[N:40][C:41]=1[CH3:42])=[O:35])[CH2:24][NH:25][C:26]([C:28]1[S:29][CH:30]=[CH:31][CH:32]=1)=[O:27]. Product: [CH3:20][O:21][C:22](=[O:48])[C@@H:23]([NH:33][C:34]([C:36]1[C:41]([CH3:42])=[N:40][C:39]([NH:43][CH2:44][C:45]#[C:46][C:2]2[CH:10]=[CH:9][CH:8]=[C:7]3[C:3]=2[CH:4]=[N:5][NH:6]3)=[N:38][C:37]=1[CH3:47])=[O:35])[CH2:24][NH:25][C:26]([C:28]1[S:29][CH:30]=[CH:31][CH:32]=1)=[O:27]. (2) Reactant: [C:1]1([C:7]2[O:8][C:9]3[CH:15]=[C:14]([C:16]([O:18]C)=[O:17])[CH:13]=[CH:12][C:10]=3[N:11]=2)[CH:6]=[CH:5][CH:4]=[CH:3][CH:2]=1.[Li+].[OH-].O.Cl. Product: [C:1]1([C:7]2[O:8][C:9]3[CH:15]=[C:14]([C:16]([OH:18])=[O:17])[CH:13]=[CH:12][C:10]=3[N:11]=2)[CH:2]=[CH:3][CH:4]=[CH:5][CH:6]=1. The catalyst class is: 36.